This data is from Full USPTO retrosynthesis dataset with 1.9M reactions from patents (1976-2016). The task is: Predict the reactants needed to synthesize the given product. (1) The reactants are: [Cl:1][C:2]1[CH:3]=[CH:4][C:5]2[S:6][CH2:7][C:8](=[O:12])[NH:9][C:10]=2[N:11]=1.[CH3:13][O:14][C:15]1[CH:22]=[CH:21][C:18]([CH2:19]Cl)=[CH:17][CH:16]=1. Given the product [Cl:1][C:2]1[CH:3]=[CH:4][C:5]2[S:6][CH2:7][C:8](=[O:12])[N:9]([CH2:19][C:18]3[CH:21]=[CH:22][C:15]([O:14][CH3:13])=[CH:16][CH:17]=3)[C:10]=2[N:11]=1, predict the reactants needed to synthesize it. (2) The reactants are: F[C:2]1[C:7](F)=[CH:6][C:5]([C:9]2[CH:14]=[CH:13][N:12]=[CH:11][C:10]=2[N:15]([CH2:32][CH2:33][S:34]([CH3:37])(=[O:36])=[O:35])C(=O)C2C=C(C(F)(F)F)N=C(C(F)(F)F)C=2)=[C:4](OC)[CH:3]=1.[F:40]C1C=CC=CC=1B(O)O. Given the product [F:40][C:4]1[CH:3]=[CH:2][CH:7]=[CH:6][C:5]=1[C:9]1[CH:14]=[CH:13][N:12]=[CH:11][C:10]=1[NH:15][CH2:32][CH2:33][S:34]([CH3:37])(=[O:36])=[O:35], predict the reactants needed to synthesize it.